This data is from Reaction yield outcomes from USPTO patents with 853,638 reactions. The task is: Predict the reaction yield, written as a fraction of the theoretical maximum amount of product (1.0 means a 100% yield; for example, 0.34 means a 34% yield). (1) The reactants are [Cl:1][C:2]1[N:7]=[CH:6][N:5]2[N:8]=[CH:9][C:10]([C:11](Cl)=[O:12])=[C:4]2[CH:3]=1.[CH:14]1([NH2:20])[CH2:19][CH2:18][CH2:17][CH2:16][CH2:15]1. The catalyst is ClCCl. The product is [Cl:1][C:2]1[N:7]=[CH:6][N:5]2[N:8]=[CH:9][C:10]([C:11]([NH:20][CH:14]3[CH2:19][CH2:18][CH2:17][CH2:16][CH2:15]3)=[O:12])=[C:4]2[CH:3]=1. The yield is 1.00. (2) The reactants are [Cl:1][C:2]1[CH:6]=[CH:5][S:4][C:3]=1[C:7](Cl)=[O:8].[F:10][C:11]([F:24])([F:23])[O:12][C:13]1[CH:22]=[CH:21][C:16]([C:17](=[N:19]O)[NH2:18])=[CH:15][CH:14]=1.N1C=CC=CC=1.O. The catalyst is O1CCOCC1. The product is [Cl:1][C:2]1[CH:6]=[CH:5][S:4][C:3]=1[C:7]1[O:8][N:19]=[C:17]([C:16]2[CH:15]=[CH:14][C:13]([O:12][C:11]([F:10])([F:23])[F:24])=[CH:22][CH:21]=2)[N:18]=1. The yield is 0.750.